This data is from Forward reaction prediction with 1.9M reactions from USPTO patents (1976-2016). The task is: Predict the product of the given reaction. (1) Given the reactants [CH2:1]([O:4][NH:5][C@H:6]1[CH2:11][NH:10][C@H:9]([C:12]([NH2:14])=[O:13])[CH:8]=[C:7]1[CH3:15])[CH:2]=[CH2:3].[CH2:16]([O:19]N[C@H]1CN[C@@H](C(N)=O)C=C1C)C=C.C(N(CC)C(C)C)(C)C.ClC(Cl)(OC(=O)OC(Cl)(Cl)Cl)Cl, predict the reaction product. The product is: [CH2:1]([O:4][N:5]1[C:16](=[O:19])[N:10]2[CH2:11][C@H:6]1[C:7]([CH3:15])=[CH:8][C@H:9]2[C:12]([NH2:14])=[O:13])[CH:2]=[CH2:3]. (2) Given the reactants [S:1]1[C:5]2[CH:6]=[CH:7][CH:8]=[CH:9][C:4]=2[NH:3][C:2]1=[O:10].[N+:11]([O-])([OH:13])=[O:12], predict the reaction product. The product is: [N+:11]([C:7]1[CH:8]=[CH:9][C:4]2[NH:3][C:2](=[O:10])[S:1][C:5]=2[CH:6]=1)([O-:13])=[O:12]. (3) Given the reactants [CH2:1]([O:8][C:9]([N:11]1[CH2:17][CH2:16][C:15]([CH2:31][C:32]([O:34]C(C)(C)C)=[O:33])([C:18]2[CH:23]=[CH:22][C:21]([O:24][C:25]3[CH:30]=[CH:29][CH:28]=[CH:27][CH:26]=3)=[CH:20][CH:19]=2)[S:14](=[O:40])(=[O:39])[CH2:13][CH2:12]1)=[O:10])[C:2]1[CH:7]=[CH:6][CH:5]=[CH:4][CH:3]=1, predict the reaction product. The product is: [CH2:1]([O:8][C:9]([N:11]1[CH2:17][CH2:16][C:15]([CH2:31][C:32]([OH:34])=[O:33])([C:18]2[CH:23]=[CH:22][C:21]([O:24][C:25]3[CH:26]=[CH:27][CH:28]=[CH:29][CH:30]=3)=[CH:20][CH:19]=2)[S:14](=[O:39])(=[O:40])[CH2:13][CH2:12]1)=[O:10])[C:2]1[CH:7]=[CH:6][CH:5]=[CH:4][CH:3]=1. (4) Given the reactants [O:1]1[C:5]2[CH:6]=[CH:7][C:8]([CH2:10][N:11]3[C:23](=[O:24])[C:22]4[C:13](=[C:14]([OH:26])[C:15]5[N:16]=[CH:17][CH:18]=[N:19][C:20]=5[C:21]=4[OH:25])[C:12]3=[O:27])=[CH:9][C:4]=2[O:3][CH2:2]1.CCN(CC)CC.[F:35][C:36]([F:49])([F:48])[S:37](O[S:37]([C:36]([F:49])([F:48])[F:35])(=[O:39])=[O:38])(=[O:39])=[O:38].O, predict the reaction product. The product is: [O:1]1[C:5]2[CH:6]=[CH:7][C:8]([CH2:10][N:11]3[C:12](=[O:27])[C:13]4[C:22](=[C:21]([OH:25])[C:20]5[N:19]=[CH:18][CH:17]=[N:16][C:15]=5[C:14]=4[O:26][S:37]([C:36]([F:49])([F:48])[F:35])(=[O:39])=[O:38])[C:23]3=[O:24])=[CH:9][C:4]=2[O:3][CH2:2]1.